This data is from Reaction yield outcomes from USPTO patents with 853,638 reactions. The task is: Predict the reaction yield, written as a fraction of the theoretical maximum amount of product (1.0 means a 100% yield; for example, 0.34 means a 34% yield). (1) The reactants are [F:1][C:2]1[CH:3]=[C:4]([C:25]([O:27]CC)=O)[C:5]2[C:6](=O)[CH:7]([C:18]3[N:19]([CH3:23])[CH:20]=[CH:21][N:22]=3)[CH:8]([C:12]3[CH:17]=[CH:16][CH:15]=[CH:14][CH:13]=3)[NH:9][C:10]=2[CH:11]=1.O.[NH2:31][NH2:32]. The catalyst is CO. The product is [F:1][C:2]1[CH:11]=[C:10]2[NH:9][CH:8]([C:12]3[CH:13]=[CH:14][CH:15]=[CH:16][CH:17]=3)[CH:7]([C:18]3[N:19]([CH3:23])[CH:20]=[CH:21][N:22]=3)[C:6]3=[N:31][NH:32][C:25](=[O:27])[C:4]([CH:3]=1)=[C:5]23. The yield is 0.0900. (2) The reactants are [CH3:1][C:2]1[N:3]=[C:4]([NH2:7])[S:5][CH:6]=1.[F:8][C:9]1[CH:19]=[CH:18][C:12]([C:13]([O:15][CH2:16][CH3:17])=[O:14])=[CH:11][C:10]=1[O:20][C:21]1[CH:26]=[CH:25][N:24]=[C:23](Cl)[CH:22]=1.P([O-])([O-])([O-])=O.[K+].[K+].[K+]. The catalyst is C1C=CC(/C=C/C(/C=C/C2C=CC=CC=2)=O)=CC=1.C1C=CC(/C=C/C(/C=C/C2C=CC=CC=2)=O)=CC=1.C1C=CC(/C=C/C(/C=C/C2C=CC=CC=2)=O)=CC=1.[Pd].[Pd].C1(P(C2C=CC=CC=2)C2C3OC4C(=CC=CC=4P(C4C=CC=CC=4)C4C=CC=CC=4)C(C)(C)C=3C=CC=2)C=CC=CC=1. The product is [F:8][C:9]1[CH:19]=[CH:18][C:12]([C:13]([O:15][CH2:16][CH3:17])=[O:14])=[CH:11][C:10]=1[O:20][C:21]1[CH:22]=[CH:23][N:24]=[C:25]([NH:7][C:4]2[S:5][CH:6]=[C:2]([CH3:1])[N:3]=2)[CH:26]=1. The yield is 0.770.